Dataset: Reaction yield outcomes from USPTO patents with 853,638 reactions. Task: Predict the reaction yield, written as a fraction of the theoretical maximum amount of product (1.0 means a 100% yield; for example, 0.34 means a 34% yield). (1) The reactants are [OH:1][C@H:2]1[C@H:7]([CH2:8][NH:9]CC2C=CC=CC=2)[CH2:6][CH2:5][N:4]([C:17]([O:19][C:20]([CH3:23])([CH3:22])[CH3:21])=[O:18])[CH2:3]1.[H][H]. The catalyst is CO.[Pd]. The yield is 1.00. The product is [NH2:9][CH2:8][C@@H:7]1[CH2:6][CH2:5][N:4]([C:17]([O:19][C:20]([CH3:22])([CH3:21])[CH3:23])=[O:18])[CH2:3][C@H:2]1[OH:1]. (2) The reactants are Br[C:2]1[CH:3]=[C:4]([CH:7]=[C:8]([C:10]([F:13])([F:12])[F:11])[CH:9]=1)[C:5]#[N:6].[CH3:14][C:15]1([CH3:31])[C:19]([CH3:21])([CH3:20])[O:18][B:17]([B:17]2[O:18][C:19]([CH3:21])([CH3:20])[C:15]([CH3:31])([CH3:14])[O:16]2)[O:16]1.C([O-])(=O)C.[K+]. The catalyst is O1CCOCC1.C1C=CC(P(C2C=CC=CC=2)[C-]2C=CC=C2)=CC=1.C1C=CC(P(C2C=CC=CC=2)[C-]2C=CC=C2)=CC=1.Cl[Pd]Cl.[Fe+2]. The product is [CH3:14][C:15]1([CH3:31])[C:19]([CH3:21])([CH3:20])[O:18][B:17]([C:2]2[CH:3]=[C:4]([CH:7]=[C:8]([C:10]([F:13])([F:12])[F:11])[CH:9]=2)[C:5]#[N:6])[O:16]1. The yield is 0.330.